From a dataset of Forward reaction prediction with 1.9M reactions from USPTO patents (1976-2016). Predict the product of the given reaction. (1) Given the reactants [NH2:1][C:2]1[C:6]2[CH:7]=[CH:8][C:9]([C:11](O)([CH2:14][CH3:15])[CH2:12][CH3:13])=[CH:10][C:5]=2[O:4][N:3]=1.[NH:17]1[C:25]2[C:20](=[CH:21][CH:22]=[CH:23][C:24]=2[NH:26][S:27]([CH3:30])(=[O:29])=[O:28])[CH:19]=[CH:18]1.C(O)(C(F)(F)F)=O, predict the reaction product. The product is: [NH2:1][C:2]1[C:6]2[CH:7]=[CH:8][C:9]([C:11]([C:19]3[C:20]4[C:25](=[C:24]([NH:26][S:27]([CH3:30])(=[O:28])=[O:29])[CH:23]=[CH:22][CH:21]=4)[NH:17][CH:18]=3)([CH2:14][CH3:15])[CH2:12][CH3:13])=[CH:10][C:5]=2[O:4][N:3]=1. (2) Given the reactants Cl[C:2]1[C:11]2[C:6](=[CH:7][CH:8]=[C:9]([N+:12]([O-:14])=[O:13])[CH:10]=2)[N:5]=[C:4]([CH3:15])[N:3]=1.[F:16][CH:17]([F:27])[O:18][C:19]1[CH:24]=[CH:23][C:22]([NH:25][CH3:26])=[CH:21][CH:20]=1, predict the reaction product. The product is: [F:16][CH:17]([F:27])[O:18][C:19]1[CH:20]=[CH:21][C:22]([N:25]([CH3:26])[C:2]2[C:11]3[C:6](=[CH:7][CH:8]=[C:9]([N+:12]([O-:14])=[O:13])[CH:10]=3)[N:5]=[C:4]([CH3:15])[N:3]=2)=[CH:23][CH:24]=1. (3) The product is: [CH:22]([C:25]1[CH:30]=[CH:29][CH:28]=[C:27]([CH:31]([CH3:32])[CH3:33])[C:26]=1[NH:34][C:35](=[O:36])[N:11]([CH2:10][C:7]1[CH:6]=[CH:5][C:4]([C:3]([N:2]([CH3:1])[CH3:21])=[O:20])=[CH:9][CH:8]=1)[C:12]1[CH:17]=[CH:16][C:15]([CH2:18][CH3:19])=[CH:14][CH:13]=1)([CH3:23])[CH3:24]. Given the reactants [CH3:1][N:2]([CH3:21])[C:3](=[O:20])[C:4]1[CH:9]=[CH:8][C:7]([CH2:10][NH:11][C:12]2[CH:17]=[CH:16][C:15]([CH2:18][CH3:19])=[CH:14][CH:13]=2)=[CH:6][CH:5]=1.[CH:22]([C:25]1[CH:30]=[CH:29][CH:28]=[C:27]([CH:31]([CH3:33])[CH3:32])[C:26]=1[N:34]=[C:35]=[O:36])([CH3:24])[CH3:23], predict the reaction product.